Dataset: Orexin1 receptor HTS with 218,158 compounds and 233 confirmed actives. Task: Binary Classification. Given a drug SMILES string, predict its activity (active/inactive) in a high-throughput screening assay against a specified biological target. (1) The molecule is FC(F)(F)c1ccc(N2CCC(CC2)C(OCC(=O)c2c(cc(cc2C)C)C)=O)nc1. The result is 0 (inactive). (2) The drug is S(=O)(=O)(Nc1cc(n2c(nc3c(c2=O)cccc3)C)ccc1)c1ccc(NC(=O)C)cc1. The result is 0 (inactive). (3) The drug is Clc1cc(NC(=O)CSc2nnc(c3c2cccc3)c2ccc(F)cc2)ccc1. The result is 0 (inactive). (4) The result is 0 (inactive). The drug is O=C(N1CCC(CC1)c1[nH]c2c(n1)cccc2)Nc1ccc(OCC)cc1. (5) The result is 0 (inactive). The molecule is S(C=1NC(=O)C(C(c2c(cccc2)C)C1C#N)C(OCC)=O)CCCC. (6) The molecule is O1CCN(c2nc(N3CCCCC3)c(c3c2CN(CC3)CC)C#N)CC1. The result is 0 (inactive). (7) The drug is Clc1c(nc(S(=O)(=O)Cc2ccccc2)nc1)C(=O)Nc1ccc(cc1)C. The result is 0 (inactive).